Dataset: Catalyst prediction with 721,799 reactions and 888 catalyst types from USPTO. Task: Predict which catalyst facilitates the given reaction. (1) Reactant: [CH2:1]([C@H:8]([NH:31][C:32](=[O:42])[O:33][C@@H:34]1[C@H:41]2[C@H:37]([O:38][CH2:39][CH2:40]2)[O:36][CH2:35]1)[C@H:9]([OH:30])[CH2:10][N:11]([O:24][CH:25]([CH2:28][CH3:29])[CH2:26][CH3:27])[S:12]([C:15]1[CH:20]=[CH:19][CH:18]=[C:17]([N+:21]([O-])=O)[CH:16]=1)(=[O:14])=[O:13])[C:2]1[CH:7]=[CH:6][CH:5]=[CH:4][CH:3]=1. Product: [NH2:21][C:17]1[CH:16]=[C:15]([S:12]([N:11]([O:24][CH:25]([CH2:28][CH3:29])[CH2:26][CH3:27])[CH2:10][C@@H:9]([OH:30])[C@@H:8]([NH:31][C:32](=[O:42])[O:33][C@@H:34]2[C@H:41]3[C@H:37]([O:38][CH2:39][CH2:40]3)[O:36][CH2:35]2)[CH2:1][C:2]2[CH:3]=[CH:4][CH:5]=[CH:6][CH:7]=2)(=[O:14])=[O:13])[CH:20]=[CH:19][CH:18]=1. The catalyst class is: 29. (2) Reactant: O[CH:2]=[C:3]1[C:11]2[C:6](=[CH:7][C:8]([C:12]([C:14]3[CH:19]=[CH:18][C:17]([NH:20][C:21]([C:23]4[N:24]([CH2:29][CH3:30])[N:25]=[C:26]([CH3:28])[CH:27]=4)=[O:22])=[CH:16][CH:15]=3)=[O:13])=[CH:9][CH:10]=2)[NH:5][C:4]1=[O:31].[NH2:32][C:33]1[CH:34]=[C:35]([OH:39])[CH:36]=[CH:37][CH:38]=1. Product: [OH:39][C:35]1[CH:34]=[C:33]([NH:32][CH:2]=[C:3]2[C:11]3[C:6](=[CH:7][C:8]([C:12]([C:14]4[CH:15]=[CH:16][C:17]([NH:20][C:21]([C:23]5[N:24]([CH2:29][CH3:30])[N:25]=[C:26]([CH3:28])[CH:27]=5)=[O:22])=[CH:18][CH:19]=4)=[O:13])=[CH:9][CH:10]=3)[NH:5][C:4]2=[O:31])[CH:38]=[CH:37][CH:36]=1. The catalyst class is: 1.